Dataset: NCI-60 drug combinations with 297,098 pairs across 59 cell lines. Task: Regression. Given two drug SMILES strings and cell line genomic features, predict the synergy score measuring deviation from expected non-interaction effect. Drug 2: C(=O)(N)NO. Synergy scores: CSS=10.1, Synergy_ZIP=3.11, Synergy_Bliss=0.842, Synergy_Loewe=-17.1, Synergy_HSA=0.638. Drug 1: CC1C(C(CC(O1)OC2CC(CC3=C2C(=C4C(=C3O)C(=O)C5=C(C4=O)C(=CC=C5)OC)O)(C(=O)C)O)N)O.Cl. Cell line: SF-539.